From a dataset of Full USPTO retrosynthesis dataset with 1.9M reactions from patents (1976-2016). Predict the reactants needed to synthesize the given product. (1) The reactants are: [CH2:1]1[CH2:12][CH2:11][CH2:10][CH2:9][CH2:8][CH2:7][CH2:6][CH2:5][CH2:4][CH2:3][CH2:2]1.N(OC(C)(C)C)=[O:14].ON1C(=O)C2=CC=CC=C2C1=O.C1(=NO)CCCCCCCCCCC1.[N+](C1CCCCCCCCCCC1)([O-])=O. Given the product [C:1]1(=[O:14])[CH2:12][CH2:11][CH2:10][CH2:9][CH2:8][CH2:7][CH2:6][CH2:5][CH2:4][CH2:3][CH2:2]1, predict the reactants needed to synthesize it. (2) Given the product [F:2][C:3]1[CH:4]=[C:5]([CH2:13][C:14]([NH:16][C:17]2[CH:26]=[CH:25][CH:24]=[C:23]3[C:18]=2[CH2:19][CH2:20][N:21]([CH2:36][CH:34]([C:31]2[CH:32]=[CH:33][C:28]([F:27])=[CH:29][CH:30]=2)[OH:35])[CH2:22]3)=[O:15])[CH:6]=[CH:7][C:8]=1[C:9]([F:10])([F:12])[F:11], predict the reactants needed to synthesize it. The reactants are: Cl.[F:2][C:3]1[CH:4]=[C:5]([CH2:13][C:14]([NH:16][C:17]2[CH:26]=[CH:25][CH:24]=[C:23]3[C:18]=2[CH2:19][CH2:20][NH:21][CH2:22]3)=[O:15])[CH:6]=[CH:7][C:8]=1[C:9]([F:12])([F:11])[F:10].[F:27][C:28]1[CH:33]=[CH:32][C:31]([CH:34]2[CH2:36][O:35]2)=[CH:30][CH:29]=1.[F-].[K+].C(=O)([O-])[O-].[K+].[K+].CC(C)=O. (3) Given the product [CH2:13]([C:7]1([OH:10])[CH2:8][CH2:9][N:4]([C:1](=[O:3])[CH3:2])[CH2:5][CH2:6]1)[CH:12]=[CH2:11], predict the reactants needed to synthesize it. The reactants are: [C:1]([N:4]1[CH2:9][CH2:8][C:7](=[O:10])[CH2:6][CH2:5]1)(=[O:3])[CH3:2].[CH2:11]([Mg]Br)[CH:12]=[CH2:13]. (4) Given the product [Cl:13][C:6]1[N:5]2[N:1]=[CH:2][CH:3]=[C:4]2[N:9]=[CH:8][CH:7]=1, predict the reactants needed to synthesize it. The reactants are: [N:1]1[N:5]2[C:6](=O)[CH:7]=[CH:8][NH:9][C:4]2=[CH:3][CH:2]=1.P(Cl)(Cl)([Cl:13])=O.C(N(C(C)C)CC)(C)C. (5) Given the product [Zn:13].[SH:4][CH:5]([CH2:1][CH2:2][SH:3])[CH2:6][CH2:7][CH2:8][CH2:9][C:10]([OH:12])=[O:11], predict the reactants needed to synthesize it. The reactants are: [CH2:1]1[CH:5]([CH2:6][CH2:7][CH2:8][CH2:9][C:10]([OH:12])=[O:11])[S:4][S:3][CH2:2]1.[Zn:13].Cl. (6) Given the product [CH3:11][O:10][C:8]([CH:7]1[C:13]2[C:3](=[C:2]([Br:1])[CH:16]=[CH:15][CH:14]=2)[CH2:4][CH2:5][S:6]1)=[O:9], predict the reactants needed to synthesize it. The reactants are: [Br:1][C:2]1[CH:16]=[CH:15][CH:14]=[CH:13][C:3]=1[CH2:4][CH2:5][S:6][CH:7](Cl)[C:8]([O:10][CH3:11])=[O:9].[Cl-].[Cl-].[Cl-].[Al+3].